This data is from Forward reaction prediction with 1.9M reactions from USPTO patents (1976-2016). The task is: Predict the product of the given reaction. (1) Given the reactants [Br:1][C:2]1[CH:3]=[CH:4][C:5]([O:16][CH2:17][C:18]2[CH:23]=[CH:22][C:21]([Cl:24])=[CH:20][CH:19]=2)=[C:6]([CH2:8][N:9]2[CH2:14][CH2:13][C:12](=O)[CH2:11][CH2:10]2)[CH:7]=1.CC(O)=O.[C:29]([N:36]1[CH2:41][CH2:40][NH:39][CH2:38][CH2:37]1)([O:31][C:32]([CH3:35])([CH3:34])[CH3:33])=[O:30].[BH-](OC(C)=O)(OC(C)=O)OC(C)=O.[Na+], predict the reaction product. The product is: [Br:1][C:2]1[CH:3]=[CH:4][C:5]([O:16][CH2:17][C:18]2[CH:23]=[CH:22][C:21]([Cl:24])=[CH:20][CH:19]=2)=[C:6]([CH2:8][N:9]2[CH2:14][CH2:13][CH:12]([N:39]3[CH2:38][CH2:37][N:36]([C:29]([O:31][C:32]([CH3:35])([CH3:34])[CH3:33])=[O:30])[CH2:41][CH2:40]3)[CH2:11][CH2:10]2)[CH:7]=1. (2) Given the reactants [Br:1][C:2]1[C:10]2[C:9]([Cl:11])=[N:8][CH:7]=[N:6][C:5]=2[S:4][C:3]=1I.[O:13]1[CH:17]=[CH:16][CH:15]=[C:14]1B1OC(C)(C)C(C)(C)O1.C(=O)([O-])[O-].[Cs+].[Cs+].C1COCC1, predict the reaction product. The product is: [Br:1][C:2]1[C:10]2[C:9]([Cl:11])=[N:8][CH:7]=[N:6][C:5]=2[S:4][C:3]=1[C:14]1[O:13][CH:17]=[CH:16][CH:15]=1. (3) Given the reactants C([N:8]1[CH:12]=[CH:11][N:10]=[C:9]1[C:13]1[CH:18]=[CH:17][N:16]=[CH:15][CH:14]=1)C1C=CC=CC=1.C(C1C=CN=CC=1)#N.[CH2:27]([N:34]1[CH:38]=[CH:37][N:36]=[C:35]1[C:39]1[CH:44]=[CH:43][CH:42]=[CH:41][CH:40]=1)C1C=CC=CC=1.B(O)(O)C1C=CC=C(F)C=1, predict the reaction product. The product is: [C:39]1([C:35]2[N:34]=[CH:27][C:38]([C:12]3[NH:8][C:9]([C:13]4[CH:14]=[CH:15][N:16]=[CH:17][CH:18]=4)=[N:10][CH:11]=3)=[CH:37][N:36]=2)[CH:44]=[CH:43][CH:42]=[CH:41][CH:40]=1. (4) Given the reactants [Cl:1][C:2]1[N:3]=[N:4][C:5]([NH:22][NH2:23])=[C:6]([C:15]2[CH:20]=[CH:19][C:18]([Cl:21])=[CH:17][CH:16]=2)[C:7]=1[C:8]1[CH:13]=[CH:12][C:11]([Cl:14])=[CH:10][CH:9]=1.[CH:24](O)=O, predict the reaction product. The product is: [Cl:1][C:2]1[C:7]([C:8]2[CH:9]=[CH:10][C:11]([Cl:14])=[CH:12][CH:13]=2)=[C:6]([C:15]2[CH:20]=[CH:19][C:18]([Cl:21])=[CH:17][CH:16]=2)[C:5]2[N:4]([CH:24]=[N:23][N:22]=2)[N:3]=1.